This data is from Forward reaction prediction with 1.9M reactions from USPTO patents (1976-2016). The task is: Predict the product of the given reaction. (1) Given the reactants I[C:2]1[CH:7]=[CH:6][C:5]([OH:8])=[C:4]([CH3:9])[CH:3]=1.[C:10]([Cu])#[N:11], predict the reaction product. The product is: [CH3:9][C:4]1[CH:3]=[C:2]([CH:7]=[CH:6][C:5]=1[OH:8])[C:10]#[N:11]. (2) Given the reactants Br[C:2]1[CH:3]=[C:4]([CH:8]([OH:25])[CH:9]([C:17]2[CH:22]=[CH:21][C:20]([Cl:23])=[C:19]([Cl:24])[CH:18]=2)[CH2:10][NH:11][C:12](=O)OCC)[CH:5]=[CH:6][CH:7]=1.B.[CH2:27]1COC[CH2:28]1.Cl.C([O-])(O)=O.[Na+], predict the reaction product. The product is: [Cl:24][C:19]1[CH:18]=[C:17]([C@@H:9]([CH2:10][NH:11][CH3:12])[C@@H:8]([C:4]2[CH:5]=[CH:6][CH:7]=[C:2]([CH2:27][CH3:28])[CH:3]=2)[OH:25])[CH:22]=[CH:21][C:20]=1[Cl:23]. (3) Given the reactants [NH2:1][C:2]1[S:3]/[C:4](=[CH:8]\[C:9]2[CH:14]=[C:13]([O:15][CH3:16])[C:12]([OH:17])=[C:11]([Cl:18])[CH:10]=2)/[C:5](=[O:7])[N:6]=1.Br[CH2:20][C:21]([C:23]1[CH:28]=[CH:27][C:26]([N:29]([CH3:31])[CH3:30])=[CH:25][CH:24]=1)=O, predict the reaction product. The product is: [Cl:18][C:11]1[CH:10]=[C:9](/[CH:8]=[C:4]2/[C:5](=[O:7])[N:6]3[CH:20]=[C:21]([C:23]4[CH:28]=[CH:27][C:26]([N:29]([CH3:31])[CH3:30])=[CH:25][CH:24]=4)[N:1]=[C:2]3[S:3]/2)[CH:14]=[C:13]([O:15][CH3:16])[C:12]=1[OH:17]. (4) Given the reactants [CH3:1][C:2]1[CH:3]=[C:4]([NH2:9])[CH:5]=[C:6]([CH3:8])[CH:7]=1.[C:10](OC(=O)C)(=[O:12])[CH3:11].C(N(CC)CC)C, predict the reaction product. The product is: [CH3:1][C:2]1[CH:3]=[C:4]([NH:9][C:10](=[O:12])[CH3:11])[CH:5]=[C:6]([CH3:8])[CH:7]=1. (5) Given the reactants C(OC([N:8]1[CH2:14][CH2:13][C:12]2[C:15]([S:20][C:21](=O)N(C)C)=[C:16]([Cl:19])[CH:17]=[CH:18][C:11]=2[CH2:10][CH2:9]1)=O)(C)(C)C.[O:26]1[CH2:30]C[C@@H:28](OS(C2C=CC(C)=CC=2)(=O)=O)[CH2:27]1, predict the reaction product. The product is: [ClH:19].[Cl:19][C:16]1[CH:17]=[CH:18][C:11]2[CH2:10][CH2:9][NH:8][CH2:14][CH2:13][C:12]=2[C:15]=1[S:20][CH:21]1[CH2:28][CH2:27][O:26][CH2:30]1.